This data is from Peptide-MHC class I binding affinity with 185,985 pairs from IEDB/IMGT. The task is: Regression. Given a peptide amino acid sequence and an MHC pseudo amino acid sequence, predict their binding affinity value. This is MHC class I binding data. The binding affinity (normalized) is 0.213. The peptide sequence is EECDSELEI. The MHC is HLA-B53:01 with pseudo-sequence HLA-B53:01.